From a dataset of Reaction yield outcomes from USPTO patents with 853,638 reactions. Predict the reaction yield, written as a fraction of the theoretical maximum amount of product (1.0 means a 100% yield; for example, 0.34 means a 34% yield). (1) The reactants are [OH:1][C:2]1[CH:7]=[CH:6][C:5]([C:8]([C:17]2[CH:22]=[CH:21][C:20]([OH:23])=[CH:19][CH:18]=2)([C:10]2[CH:15]=[CH:14][C:13]([OH:16])=[CH:12][CH:11]=2)[CH3:9])=[CH:4][CH:3]=1.[O:24]1[CH:29]=[CH:28][CH2:27][CH2:26][CH2:25]1. The catalyst is C(OCC)(=O)C.FC(F)(F)C(O)=O. The product is [O:24]1[CH2:25][CH2:26][CH2:27][CH2:28][CH:29]1[O:1][C:2]1[CH:7]=[CH:6][C:5]([C:8]([C:10]2[CH:15]=[CH:14][C:13]([O:16][CH:25]3[CH2:26][CH2:27][CH2:28][CH2:29][O:24]3)=[CH:12][CH:11]=2)([C:17]2[CH:18]=[CH:19][C:20]([O:23][CH:29]3[CH2:28][CH2:27][CH2:26][CH2:25][O:24]3)=[CH:21][CH:22]=2)[CH3:9])=[CH:4][CH:3]=1. The yield is 0.770. (2) The reactants are Cl[C:2]1[C:7]([N+:8]([O-:10])=[O:9])=[CH:6][CH:5]=[C:4]([Cl:11])[N:3]=1.[CH3:12][CH2:13][SH:14].[H-].[Na+]. The catalyst is C1COCC1. The product is [Cl:11][C:4]1[N:3]=[C:2]([S:14][CH2:13][CH3:12])[C:7]([N+:8]([O-:10])=[O:9])=[CH:6][CH:5]=1. The yield is 0.530.